This data is from Catalyst prediction with 721,799 reactions and 888 catalyst types from USPTO. The task is: Predict which catalyst facilitates the given reaction. (1) Reactant: O1CCCC1.[CH:6]([C@H:9]1[CH2:13][O:12][C:11](=[O:14])[NH:10]1)([CH3:8])[CH3:7].[C:15](Cl)(=[O:20])[CH2:16][CH2:17][CH:18]=[CH2:19]. Product: [CH:6]([C@H:9]1[CH2:13][O:12][C:11](=[O:14])[N:10]1[C:15](=[O:20])[CH2:16][CH2:17][CH:18]=[CH2:19])([CH3:8])[CH3:7]. The catalyst class is: 6. (2) Reactant: [CH3:1][C:2]([O:4][C@H:5]1[C:14]2[C@@:15]3([CH3:30])[C@@H:26]([CH2:27][O:28][CH3:29])[O:25][C:23](=[O:24])[C:17]4=[CH:18][O:19][C:20]([C:21](=[O:22])[C:13]=2[C@@H:8]2[CH2:9][CH2:10][C@H:11]([OH:12])[C@@:7]2([CH3:31])[CH2:6]1)=[C:16]34)=[O:3].[CH2:32]([NH:39][CH2:40][CH2:41][C:42]#[N:43])[C:33]1[CH:38]=[CH:37][CH:36]=[CH:35][CH:34]=1. Product: [CH2:32]([N:39]([CH:18]=[C:17]1[C:16]2[C:15]([CH3:30])([C:14]3[CH:5]([O:4][C:2](=[O:3])[CH3:1])[CH2:6][C:7]4([CH3:31])[CH:8]([C:13]=3[C:21](=[O:22])[C:20]=2[OH:19])[CH2:9][CH2:10][CH:11]4[OH:12])[CH:26]([CH2:27][O:28][CH3:29])[O:25][C:23]1=[O:24])[CH2:40][CH2:41][C:42]#[N:43])[C:33]1[CH:38]=[CH:37][CH:36]=[CH:35][CH:34]=1. The catalyst class is: 2. (3) Reactant: [C:1](=[O:45])([O:10][C@H:11]1[CH2:16][CH2:15][CH2:14][C@@H:13]([NH:17][C:18]2[C:23]([F:24])=[CH:22][N:21]=[C:20]([C:25]3[C:33]4[C:28](=[N:29][CH:30]=[C:31]([F:34])[CH:32]=4)[N:27]([S:35]([C:38]4[CH:44]=[CH:43][C:41]([CH3:42])=[CH:40][CH:39]=4)(=[O:37])=[O:36])[CH:26]=3)[N:19]=2)[CH2:12]1)ON1C(=O)CCC1=O.[F:46][C@@H:47]1[CH2:51][CH2:50][NH:49][CH2:48]1. Product: [F:46][C@@H:47]1[CH2:51][CH2:50][N:49]([C:1]([O:10][C@H:11]2[CH2:16][CH2:15][CH2:14][C@@H:13]([NH:17][C:18]3[C:23]([F:24])=[CH:22][N:21]=[C:20]([C:25]4[C:33]5[C:28](=[N:29][CH:30]=[C:31]([F:34])[CH:32]=5)[N:27]([S:35]([C:38]5[CH:39]=[CH:40][C:41]([CH3:42])=[CH:43][CH:44]=5)(=[O:36])=[O:37])[CH:26]=4)[N:19]=3)[CH2:12]2)=[O:45])[CH2:48]1. The catalyst class is: 10. (4) Reactant: [NH2:1][C:2]1[CH:7]=[CH:6][C:5]([CH:8]2[CH2:22][N:12]3[C:13](=[O:21])[NH:14][C:15]4[CH:16]=[CH:17][CH:18]=[CH:19][C:20]=4[C:11]3=[N:10][CH2:9]2)=[CH:4][CH:3]=1.[C:23]1([N:29]=[C:30]=[O:31])[CH:28]=[CH:27][CH:26]=[CH:25][CH:24]=1. Product: [O:21]=[C:13]1[N:12]2[CH2:22][CH:8]([C:5]3[CH:6]=[CH:7][C:2]([NH:1][C:30]([NH:29][C:23]4[CH:28]=[CH:27][CH:26]=[CH:25][CH:24]=4)=[O:31])=[CH:3][CH:4]=3)[CH2:9][N:10]=[C:11]2[C:20]2[CH:19]=[CH:18][CH:17]=[CH:16][C:15]=2[NH:14]1. The catalyst class is: 1.